Dataset: NCI-60 drug combinations with 297,098 pairs across 59 cell lines. Task: Regression. Given two drug SMILES strings and cell line genomic features, predict the synergy score measuring deviation from expected non-interaction effect. (1) Drug 1: C1=CC(=CC=C1CC(C(=O)O)N)N(CCCl)CCCl.Cl. Drug 2: CCN(CC)CCCC(C)NC1=C2C=C(C=CC2=NC3=C1C=CC(=C3)Cl)OC. Synergy scores: CSS=19.5, Synergy_ZIP=-13.2, Synergy_Bliss=-5.98, Synergy_Loewe=-8.91, Synergy_HSA=-3.93. Cell line: LOX IMVI. (2) Drug 1: C1CN(CCN1C(=O)CCBr)C(=O)CCBr. Drug 2: C1C(C(OC1N2C=NC(=NC2=O)N)CO)O. Cell line: SF-268. Synergy scores: CSS=28.4, Synergy_ZIP=-1.73, Synergy_Bliss=-0.614, Synergy_Loewe=0.931, Synergy_HSA=-1.50.